Dataset: Forward reaction prediction with 1.9M reactions from USPTO patents (1976-2016). Task: Predict the product of the given reaction. (1) Given the reactants [NH2:1][C:2]1[CH:6]=[CH:5][S:4][C:3]=1[C:7]([NH2:9])=[O:8].[Cl:10][C:11]1[CH:12]=[C:13]2[C:18](=O)[O:17][C:15](=[O:16])[C:14]2=[CH:20][C:21]=1[Cl:22], predict the reaction product. The product is: [Cl:10][C:11]1[CH:12]=[C:13]2[C:14](=[CH:20][C:21]=1[Cl:22])[C:15](=[O:16])[N:1]([C:2]1[CH:6]=[CH:5][S:4][C:3]=1[C:7]([NH2:9])=[O:8])[C:18]2=[O:17]. (2) Given the reactants [NH:1]1[CH2:6][CH2:5][O:4][CH2:3][CH2:2]1.[Cl:7][CH2:8][C:9](Cl)=[O:10], predict the reaction product. The product is: [Cl:7][CH2:8][C:9]([N:1]1[CH2:6][CH2:5][O:4][CH2:3][CH2:2]1)=[O:10]. (3) Given the reactants [N+:1]([C:4]1[C:5]([NH2:16])=[N:6][CH:7]=[CH:8][C:9]=1[C:10]1[CH:15]=[CH:14][CH:13]=[CH:12][CH:11]=1)([O-:3])=[O:2].CC1C=CC=CC=1C.[N+:25]([C:28]1[CH:36]=[CH:35][C:31]([C:32](Cl)=[O:33])=[CH:30][CH:29]=1)([O-:27])=[O:26], predict the reaction product. The product is: [N+:25]([C:28]1[CH:29]=[CH:30][C:31]([C:32]([NH:16][C:5]2[C:4]([N+:1]([O-:3])=[O:2])=[C:9]([C:10]3[CH:15]=[CH:14][CH:13]=[CH:12][CH:11]=3)[CH:8]=[CH:7][N:6]=2)=[O:33])=[CH:35][CH:36]=1)([O-:27])=[O:26]. (4) Given the reactants Br[C:2]1[CH:3]=[CH:4][C:5]2[C:9]([CH:10]=1)=[N:8][N:7]([CH3:11])[C:6]=2[Cl:12].[CH3:13][NH:14][C:15]1[CH:20]=[CH:19][CH:18]=[CH:17][CH:16]=1.CC1(C)C2C(=C(P(C3C=CC=CC=3)C3C=CC=CC=3)C=CC=2)OC2C(P(C3C=CC=CC=3)C3C=CC=CC=3)=CC=CC1=2.CC([O-])(C)C.[K+], predict the reaction product. The product is: [Cl:12][C:6]1[N:7]([CH3:11])[N:8]=[C:9]2[C:5]=1[CH:4]=[CH:3][C:2]([N:14]([CH3:13])[C:15]1[CH:20]=[CH:19][CH:18]=[CH:17][CH:16]=1)=[CH:10]2. (5) Given the reactants C([C:3]1[CH:12]=[CH:11][C:10]2[C:5](=[CH:6][CH:7]=[CH:8][CH:9]=2)[N:4]=1)=O.CC1C([P+](OC(C)=O)(C2C=CC=CC=2)C2C=CC=CC=2)=CC=CC=1.O, predict the reaction product. The product is: [N:4]1[C:5]2[C:10](=[CH:9][CH:8]=[CH:7][CH:6]=2)[CH:11]=[CH:12][CH:3]=1.